Predict the product of the given reaction. From a dataset of Forward reaction prediction with 1.9M reactions from USPTO patents (1976-2016). (1) Given the reactants [OH:1][CH2:2][CH:3]([CH2:5][OH:6])[OH:4].O[C:8]([CH2:10][CH2:11][CH2:12][CH2:13][CH2:14][CH2:15][CH2:16][CH2:17][CH3:18])=[O:9].[O-2:19].[Ca+2], predict the reaction product. The product is: [CH3:18][CH2:17][CH2:16][CH2:15][CH2:14][CH2:13][CH2:12][CH2:11][CH2:10][C:8]([O:1][CH2:2][CH:3]([O:4][C:8]([CH2:10][CH2:11][CH2:12][CH2:13][CH2:14][CH2:15][CH2:16][CH2:17][CH3:18])=[O:9])[CH2:5][O:6][C:8]([CH2:10][CH2:11][CH2:12][CH2:13][CH2:14][CH2:15][CH2:16][CH2:17][CH3:18])=[O:19])=[O:9]. (2) Given the reactants Cl[C:2]1[N:11]=[C:10]([NH:12][CH2:13][CH:14]([N:21]2[CH2:26][CH2:25][O:24][CH2:23][CH2:22]2)[C:15]2[CH:20]=[CH:19][CH:18]=[CH:17][CH:16]=2)[C:9]2[C:4](=[CH:5][CH:6]=[CH:7][CH:8]=2)[N:3]=1.[CH3:27][S:28]([NH:31][C:32]1[CH:37]=[CH:36][C:35](B(O)O)=[CH:34][CH:33]=1)(=[O:30])=[O:29].CN(C)C1C=CC(C2N=C(NCC(C3C=CC=CC=3)C3NC=CC=3)C3C(=CC=CC=3)N=2)=CC=1, predict the reaction product. The product is: [O:24]1[CH2:25][CH2:26][N:21]([CH:14]([C:15]2[CH:20]=[CH:19][CH:18]=[CH:17][CH:16]=2)[CH2:13][NH:12][C:10]2[C:9]3[C:4](=[CH:5][CH:6]=[CH:7][CH:8]=3)[N:3]=[C:2]([C:35]3[CH:34]=[CH:33][C:32]([NH:31][S:28]([CH3:27])(=[O:29])=[O:30])=[CH:37][CH:36]=3)[N:11]=2)[CH2:22][CH2:23]1.